This data is from Reaction yield outcomes from USPTO patents with 853,638 reactions. The task is: Predict the reaction yield, written as a fraction of the theoretical maximum amount of product (1.0 means a 100% yield; for example, 0.34 means a 34% yield). (1) The reactants are [CH2:1]([N:5]([CH2:36][CH2:37][CH2:38][CH3:39])[C:6]([C:8]1[N:9]=[C:10]([C:14]2[CH:23]=[CH:22][C:17]([C:18]([O:20][CH3:21])=[O:19])=[CH:16][C:15]=2[C:24]([N:26]2[CH2:35][CH2:34][C:33]3[C:28](=[CH:29][CH:30]=[CH:31][CH:32]=3)[CH2:27]2)=[O:25])[N:11]([CH3:13])[CH:12]=1)=[O:7])[CH2:2][CH2:3][CH3:4].C(N(CCCC)C(C1N=C(C2C=CC(C(OC)=O)=CC=2C(N2CCC3C(=CC=CC=3)C2)=O)NC=1)=O)CCC.[C:78]([O:82][C:83](=[O:86])CBr)([CH3:81])([CH3:80])[CH3:79]. No catalyst specified. The product is [C:78]([O:82][C:83](=[O:86])[CH2:13][N:11]1[CH:12]=[C:8]([C:6](=[O:7])[N:5]([CH2:1][CH2:2][CH2:3][CH3:4])[CH2:36][CH2:37][CH2:38][CH3:39])[N:9]=[C:10]1[C:14]1[CH:23]=[CH:22][C:17]([C:18]([O:20][CH3:21])=[O:19])=[CH:16][C:15]=1[C:24]([N:26]1[CH2:35][CH2:34][C:33]2[C:28](=[CH:29][CH:30]=[CH:31][CH:32]=2)[CH2:27]1)=[O:25])([CH3:81])([CH3:80])[CH3:79]. The yield is 0.900. (2) The reactants are [NH:1]1[CH:5]=[CH:4][C:3]([NH2:6])=[N:2]1.C(N(C(C)C)CC)(C)C.[O:16]=[C:17]1[CH2:28][CH2:27][CH:26]=[CH:25][CH2:24][C@@H:23]([CH2:29][C:30](O)=[O:31])[C:22](=[O:33])[O:21][CH2:20][C@@H:19]([C:34]2[CH:39]=[CH:38][CH:37]=[CH:36][CH:35]=2)[NH:18]1.ON1C2N=CC=CC=2N=N1.C(N=C=NCCCN(C)C)C. The catalyst is CN(C=O)C.CCOC(C)=O. The product is [O:16]=[C:17]1[CH2:28][CH2:27][CH:26]=[CH:25][CH2:24][C@@H:23]([CH2:29][C:30]([NH:6][C:3]2[CH:4]=[CH:5][NH:1][N:2]=2)=[O:31])[C:22](=[O:33])[O:21][CH2:20][C@@H:19]([C:34]2[CH:35]=[CH:36][CH:37]=[CH:38][CH:39]=2)[NH:18]1. The yield is 0.770. (3) The reactants are [NH2:1][C:2]1[S:3][C:4]2[CH2:10][CH2:9][CH2:8][CH2:7][C:5]=2[N:6]=1.[CH2:11]([Br:18])[C:12]1[CH:17]=[CH:16][CH:15]=[CH:14][CH:13]=1. The catalyst is C1COCC1. The product is [BrH:18].[C:12]1([CH2:11][N:6]2[C:5]3[CH2:7][CH2:8][CH2:9][CH2:10][C:4]=3[S:3][C:2]2=[NH:1])[CH:17]=[CH:16][CH:15]=[CH:14][CH:13]=1. The yield is 0.750. (4) The reactants are C[O:2][C:3](=[O:25])[C:4]1[CH:9]=[CH:8][C:7]([NH:10][CH:11]([CH2:14][CH3:15])[CH2:12][CH3:13])=[C:6]([NH:16][C:17](=O)[CH2:18][C:19]2[O:23][N:22]=[CH:21][CH:20]=2)[CH:5]=1.Cl.O. The catalyst is O1CCOCC1. The product is [CH2:12]([CH:11]([N:10]1[C:7]2[CH:8]=[CH:9][C:4]([C:3]([OH:2])=[O:25])=[CH:5][C:6]=2[N:16]=[C:17]1[CH2:18][C:19]1[O:23][N:22]=[CH:21][CH:20]=1)[CH2:14][CH3:15])[CH3:13]. The yield is 0.900. (5) The reactants are [F:1][C:2]([F:7])([F:6])[C:3]([OH:5])=[O:4].[C:8]([C:11]1[S:15][C:14]([S:16][CH3:17])=[C:13]([S:18]([C:21]2[CH:22]=[C:23]([C:27]3[C:32]([CH3:33])=[CH:31][C:30]([O:34]C)=[CH:29][C:28]=3[CH2:36][O:37][CH2:38][C:39]([OH:41])=[O:40])[CH:24]=[CH:25][CH:26]=2)(=[O:20])=[O:19])[CH:12]=1)(=[NH:10])[NH2:9].B(Br)(Br)Br. The catalyst is C(Cl)Cl. The product is [F:1][C:2]([F:7])([F:6])[C:3]([OH:5])=[O:4].[C:8]([C:11]1[S:15][C:14]([S:16][CH3:17])=[C:13]([S:18]([C:21]2[CH:22]=[C:23]([C:27]3[C:32]([CH3:33])=[CH:31][C:30]([OH:34])=[CH:29][C:28]=3[CH2:36][O:37][CH2:38][C:39]([OH:41])=[O:40])[CH:24]=[CH:25][CH:26]=2)(=[O:19])=[O:20])[CH:12]=1)(=[NH:9])[NH2:10]. The yield is 0.520. (6) The reactants are [CH2:1]([C:3]1[N:8]([C:9]2[CH:14]=[CH:13][C:12]([O:15][CH:16]3[CH2:20][CH2:19][CH2:18][C@H:17]3[OH:21])=[CH:11][CH:10]=2)[C:7](=[O:22])[C:6]([CH2:23][C:24]2[CH:29]=[CH:28][C:27]([C:30]3[CH:35]=[CH:34][CH:33]=[CH:32][C:31]=3[C:36]3[NH:40][C:39](=[O:41])[O:38][N:37]=3)=[CH:26][CH:25]=2)=[C:5]([CH2:42][CH2:43][CH3:44])[N:4]=1)[CH3:2].CC(OI1(OC(C)=O)(OC(C)=O)OC(=O)C2C1=CC=CC=2)=O.C(OCC)(=O)C.S([O-])([O-])(=O)=S.[Na+].[Na+]. The catalyst is ClCCl.O. The product is [CH2:1]([C:3]1[N:8]([C:9]2[CH:10]=[CH:11][C:12]([O:15][CH:16]3[CH2:20][CH2:19][CH2:18][C:17]3=[O:21])=[CH:13][CH:14]=2)[C:7](=[O:22])[C:6]([CH2:23][C:24]2[CH:29]=[CH:28][C:27]([C:30]3[CH:35]=[CH:34][CH:33]=[CH:32][C:31]=3[C:36]3[NH:40][C:39](=[O:41])[O:38][N:37]=3)=[CH:26][CH:25]=2)=[C:5]([CH2:42][CH2:43][CH3:44])[N:4]=1)[CH3:2]. The yield is 0.650. (7) The reactants are [N+:1]([C:4]1[CH:9]=[CH:8][C:7]([C:10]2[S:11][CH:12]=[CH:13][CH:14]=2)=[CH:6][C:5]=1[NH:15][C:16](=[O:26])[O:17][CH2:18][CH:19]1[CH2:22][N:21]([C:23](=[O:25])[CH3:24])[CH2:20]1)([O-])=O.C([O-])=O.[NH4+]. The catalyst is CO.C1COCC1.[Zn]. The product is [NH2:1][C:4]1[CH:9]=[CH:8][C:7]([C:10]2[S:11][CH:12]=[CH:13][CH:14]=2)=[CH:6][C:5]=1[NH:15][C:16](=[O:26])[O:17][CH2:18][CH:19]1[CH2:22][N:21]([C:23](=[O:25])[CH3:24])[CH2:20]1. The yield is 0.220. (8) The reactants are [Br:1][C:2]1[CH:7]=[C:6]([Cl:8])[CH:5]=[C:4]([F:9])[C:3]=1[OH:10].C([O-])([O-])=O.[Na+].[Na+].[CH3:17][C:18](C)=O. No catalyst specified. The product is [Br:1][C:2]1[CH:7]=[C:6]([Cl:8])[CH:5]=[C:4]([F:9])[C:3]=1[O:10][CH2:17][CH3:18]. The yield is 0.900.